This data is from Forward reaction prediction with 1.9M reactions from USPTO patents (1976-2016). The task is: Predict the product of the given reaction. (1) Given the reactants [Br:1][C:2]1[CH:9]=[CH:8][C:5]([CH:6]=O)=[CH:4][CH:3]=1.[NH:10]1[CH2:15][CH2:14][CH2:13][CH2:12][CH2:11]1.C(O[BH-](OC(=O)C)OC(=O)C)(=O)C.[Na+].C(=O)(O)[O-].[Na+], predict the reaction product. The product is: [Br:1][C:2]1[CH:9]=[CH:8][C:5]([CH2:6][N:10]2[CH2:15][CH2:14][CH2:13][CH2:12][CH2:11]2)=[CH:4][CH:3]=1. (2) Given the reactants [Cl:1][C:2]1[CH:3]=[C:4]2[C:9](=[CH:10][CH:11]=1)[N:8]=[C:7]([NH:12][C:13](=[O:17])OCC)[C:6]([O:18][CH3:19])=[N:5]2.[N:20]1[CH:25]=[CH:24][CH:23]=[CH:22][C:21]=1[N:26]1[CH2:31][CH2:30][NH:29][CH2:28][CH2:27]1, predict the reaction product. The product is: [Cl:1][C:2]1[CH:3]=[C:4]2[C:9](=[CH:10][CH:11]=1)[N:8]=[C:7]([NH:12][C:13]([N:29]1[CH2:30][CH2:31][N:26]([C:21]3[CH:22]=[CH:23][CH:24]=[CH:25][N:20]=3)[CH2:27][CH2:28]1)=[O:17])[C:6]([O:18][CH3:19])=[N:5]2. (3) Given the reactants [F:1][CH:2]([F:20])[C:3]1[CH:4]=[C:5]([C:9]2[C:10](=[O:19])[C:11]([C:16](O)=[O:17])=[CH:12][NH:13][C:14]=2[CH3:15])[CH:6]=[CH:7][CH:8]=1.[CH3:21][N:22](C(ON1N=NC2C=CC=CC1=2)=[N+](C)C)C.[B-](F)(F)(F)F.C(N(CC)CC)C.CN, predict the reaction product. The product is: [CH3:21][NH:22][C:16]([C:11]1[C:10](=[O:19])[C:9]([C:5]2[CH:6]=[CH:7][CH:8]=[C:3]([CH:2]([F:20])[F:1])[CH:4]=2)=[C:14]([CH3:15])[NH:13][CH:12]=1)=[O:17]. (4) Given the reactants [NH2:1][CH:2]1[CH:7]2[CH:3]1[CH2:4][N:5]([C:8]([O:10][C:11]([CH3:14])([CH3:13])[CH3:12])=[O:9])[CH2:6]2.[CH2:15](OC(OCC)OCC)C.[N-:25]=[N+:26]=[N-:27].[Na+], predict the reaction product. The product is: [N:1]1([CH:2]2[CH:7]3[CH:3]2[CH2:4][N:5]([C:8]([O:10][C:11]([CH3:14])([CH3:13])[CH3:12])=[O:9])[CH2:6]3)[CH:15]=[N:27][N:26]=[N:25]1. (5) The product is: [Cl:25][C:26]1[C:27]([CH:28]=[O:29])=[C:30]([CH:31]=[CH:32][CH:33]=1)[O:11][CH:12]1[CH2:13][CH2:14][N:15]([C:18]([O:20][C:21]([CH3:22])([CH3:23])[CH3:24])=[O:19])[CH2:16][CH2:17]1. Given the reactants S([O:11][CH:12]1[CH2:17][CH2:16][N:15]([C:18]([O:20][C:21]([CH3:24])([CH3:23])[CH3:22])=[O:19])[CH2:14][CH2:13]1)(C1C=CC(C)=CC=1)(=O)=O.[Cl:25][C:26]1[CH:33]=[CH:32][CH:31]=[C:30](O)[C:27]=1[CH:28]=[O:29].C(=O)([O-])[O-].[K+].[K+].Cl, predict the reaction product.